Predict the product of the given reaction. From a dataset of Forward reaction prediction with 1.9M reactions from USPTO patents (1976-2016). (1) Given the reactants [N+:1]([C:4]1[CH:5]=[C:6]2[C:10](=[CH:11][CH:12]=1)[N:9]([C:13]1[N:21]=[C:20]([NH:22][C@H:23]3[CH2:28][CH2:27][C@H:26]([NH:29][C:30]([O:32][C:33]([CH3:36])([CH3:35])[CH3:34])=[O:31])[CH2:25][CH2:24]3)[N:19]=[C:18]3[C:14]=1[N:15]=[CH:16][N:17]3[C:37]([O:39][C:40]([CH3:43])([CH3:42])[CH3:41])=[O:38])[CH2:8][CH2:7]2)([O-])=O.[H][H], predict the reaction product. The product is: [NH2:1][C:4]1[CH:5]=[C:6]2[C:10](=[CH:11][CH:12]=1)[N:9]([C:13]1[N:21]=[C:20]([NH:22][C@H:23]3[CH2:28][CH2:27][C@H:26]([NH:29][C:30]([O:32][C:33]([CH3:35])([CH3:36])[CH3:34])=[O:31])[CH2:25][CH2:24]3)[N:19]=[C:18]3[C:14]=1[N:15]=[CH:16][N:17]3[C:37]([O:39][C:40]([CH3:43])([CH3:42])[CH3:41])=[O:38])[CH2:8][CH2:7]2. (2) Given the reactants [F:8][C:7]([F:10])([F:9])[C:6](O[C:6](=[O:11])[C:7]([F:10])([F:9])[F:8])=[O:11].[N:14]1[N:18]2[CH:19]=[CH:20][C:21]([NH2:23])=[CH:22][C:17]2=[CH:16][CH:15]=1.CCN(CC)CC, predict the reaction product. The product is: [F:10][C:7]([F:8])([F:9])[C:6]([NH:23][C:21]1[CH:20]=[CH:19][N:18]2[N:14]=[CH:15][CH:16]=[C:17]2[CH:22]=1)=[O:11]. (3) Given the reactants Br[C:2]1[CH:3]=[C:4]([CH:18]=[CH:19][CH:20]=1)[C:5]([NH:7][CH2:8][CH2:9][CH2:10][N:11]1[CH2:16][CH2:15][N:14]([CH3:17])[CH2:13][CH2:12]1)=[O:6].[NH2:21][C:22]1[CH:23]=[C:24]([CH:34]=[CH:35][N:36]=1)[C:25]([NH:27][C:28]1[CH:33]=[CH:32][N:31]=[CH:30][CH:29]=1)=[O:26].CC(C1C=C(C(C)C)C(C2C=CC=CC=2P(C2CCCCC2)C2CCCCC2)=C(C(C)C)C=1)C.C([O-])([O-])=O.[K+].[K+], predict the reaction product. The product is: [CH3:17][N:14]1[CH2:15][CH2:16][N:11]([CH2:10][CH2:9][CH2:8][NH:7][C:5]([C:4]2[CH:3]=[C:2]([NH:21][C:22]3[CH:23]=[C:24]([CH:34]=[CH:35][N:36]=3)[C:25]([NH:27][C:28]3[CH:29]=[CH:30][N:31]=[CH:32][CH:33]=3)=[O:26])[CH:20]=[CH:19][CH:18]=2)=[O:6])[CH2:12][CH2:13]1. (4) Given the reactants [Cl:1][C:2]1[CH:7]=[CH:6][CH:5]=[CH:4][C:3]=1[N:8]1[CH:12]=[C:11]([C:13](OCC)=[O:14])[CH:10]=[N:9]1.[H-].[Al+3].[Li+].[H-].[H-].[H-].O.C(C(C(C([O-])=O)O)O)([O-])=O.[Na+].[K+], predict the reaction product. The product is: [Cl:1][C:2]1[CH:7]=[CH:6][CH:5]=[CH:4][C:3]=1[N:8]1[CH:12]=[C:11]([CH2:13][OH:14])[CH:10]=[N:9]1. (5) Given the reactants [NH2:1][C:2]1[CH:9]=[CH:8][CH:7]=[C:6]([O:10][CH3:11])[C:3]=1[C:4]#[N:5].O=[C:13]([CH3:20])[CH2:14][C:15]([O:17][CH2:18][CH3:19])=[O:16], predict the reaction product. The product is: [NH2:5][C:4]1[C:3]2[C:2](=[CH:9][CH:8]=[CH:7][C:6]=2[O:10][CH3:11])[N:1]=[C:13]([CH3:20])[C:14]=1[C:15]([O:17][CH2:18][CH3:19])=[O:16]. (6) Given the reactants C(O[C:6]([N:8]1[CH2:12][CH2:11][CH2:10][CH:9]1[C:13]([NH:15][C@@H:16]1[CH2:21][CH2:20][C@H:19]([C:22]([O:24][CH2:25][C:26]2[CH:31]=[CH:30][CH:29]=[CH:28][CH:27]=2)=[O:23])[CH2:18][CH2:17]1)=[O:14])=[O:7])(C)(C)C.C(O)(C(F)(F)F)=[O:33].C1[CH:40]=[CH:41][C:42]2N(O)N=N[C:43]=2[CH:44]=1.C(N([CH2:54][CH3:55])CC)C.[CH3:56][CH2:57][N:58]=[C:59]=[N:60][CH2:61][CH2:62][CH2:63]N(C)C.Cl.C1[CH2:72][O:71][CH2:70][CH2:69]1, predict the reaction product. The product is: [CH3:72][O:71][C:70]1[CH:69]=[C:54]([CH2:55][C:6]([N:8]2[CH2:12][CH2:11][CH2:10][CH:9]2[C:13]([NH:15][CH:16]2[CH2:21][CH2:20][CH:19]([C:22]([O:24][CH2:25][C:26]3[CH:31]=[CH:30][CH:29]=[CH:28][CH:27]=3)=[O:23])[CH2:18][CH2:17]2)=[O:14])=[O:7])[CH:63]=[CH:62][C:61]=1[NH:60][C:59]([NH:58][C:57]1[CH:56]=[CH:44][CH:43]=[CH:42][C:41]=1[CH3:40])=[O:33]. (7) Given the reactants C(O)(=O)C.[O:5]1CCO[CH:6]1[CH2:10][CH2:11][O:12][C:13]1[CH:14]=[C:15]([CH:20]=[CH:21][CH:22]=1)[C:16]([O:18][CH3:19])=[O:17].[OH-].[Na+], predict the reaction product. The product is: [O:5]=[CH:6][CH2:10][CH2:11][O:12][C:13]1[CH:14]=[C:15]([CH:20]=[CH:21][CH:22]=1)[C:16]([O:18][CH3:19])=[O:17].